This data is from Forward reaction prediction with 1.9M reactions from USPTO patents (1976-2016). The task is: Predict the product of the given reaction. Given the reactants [Br:1][CH2:2][C:3]([CH2:8][OH:9])([CH2:6][OH:7])[CH2:4][OH:5].[C:10]12(CS(O)(=O)=O)C(C)(C)C(C[CH2:16]1)C[C:11]2=O.C(N(CC)CC)C, predict the reaction product. The product is: [Br:1][CH2:2][C:3]1([CH2:8][OH:9])[CH2:6][O:7][C:10]([CH3:16])([CH3:11])[O:5][CH2:4]1.